Predict the reactants needed to synthesize the given product. From a dataset of Full USPTO retrosynthesis dataset with 1.9M reactions from patents (1976-2016). (1) Given the product [Br:23][C:24]1[CH:25]=[C:26]([CH:27]=[CH:28][CH:29]=1)[CH2:30][N:6]1[C:2]([CH3:1])=[N:3][C:4]([C:7]2[O:11][N:10]=[C:9]([C:12]3[CH:13]=[CH:14][C:15]([O:18][C:19]([F:22])([F:20])[F:21])=[CH:16][CH:17]=3)[CH:8]=2)=[N:5]1, predict the reactants needed to synthesize it. The reactants are: [CH3:1][C:2]1[NH:6][N:5]=[C:4]([C:7]2[O:11][N:10]=[C:9]([C:12]3[CH:17]=[CH:16][C:15]([O:18][C:19]([F:22])([F:21])[F:20])=[CH:14][CH:13]=3)[CH:8]=2)[N:3]=1.[Br:23][C:24]1[CH:29]=[CH:28][CH:27]=[C:26]([CH2:30]Br)[CH:25]=1.C([O-])([O-])=O.[K+].[K+]. (2) Given the product [CH3:18][N:17]([CH2:19][CH:21]1[CH2:22][O:23]1)[S:14]([C:1]([F:3])([F:2])[C:4]([F:6])([F:5])[C:7]([F:9])([F:8])[C:10]([F:13])([F:11])[F:12])(=[O:15])=[O:16], predict the reactants needed to synthesize it. The reactants are: [C:1]([S:14]([NH:17][CH3:18])(=[O:16])=[O:15])([C:4]([C:7]([C:10]([F:13])([F:12])[F:11])([F:9])[F:8])([F:6])[F:5])([F:3])[F:2].[CH2:19]([CH:21]1[O:23][CH2:22]1)Cl. (3) Given the product [CH3:11][O:10][C@H:7]1[CH2:8][CH2:9][C@H:5]([CH2:4][C:3]([NH:45][C@H:42]2[CH2:43][CH2:44][C@H:39]([CH2:38][CH2:37][N:34]3[CH2:35][CH2:36][N:31]([C:27]4[N:28]=[CH:29][CH:30]=[C:25]5[CH:24]=[CH:23][S:22][C:26]=45)[CH2:32][CH2:33]3)[CH2:40][CH2:41]2)=[O:12])[CH2:6]1, predict the reactants needed to synthesize it. The reactants are: CO[C:3](=[O:12])[CH2:4][C@H:5]1[CH2:9][CH2:8][C@H:7]([O:10][CH3:11])[CH2:6]1.O([Si](C)(C)C)[K].Cl.Cl.Cl.[S:22]1[C:26]2=[C:27]([N:31]3[CH2:36][CH2:35][N:34]([CH2:37][CH2:38][C@H:39]4[CH2:44][CH2:43][C@H:42]([NH2:45])[CH2:41][CH2:40]4)[CH2:33][CH2:32]3)[N:28]=[CH:29][CH:30]=[C:25]2[CH:24]=[CH:23]1.CCN(C(C)C)C(C)C.CN(C(ON1N=NC2C=CC=CC1=2)=[N+](C)C)C.[B-](F)(F)(F)F.C([O-])(O)=O.[Na+]. (4) Given the product [CH3:6][C:7]1[CH:12]=[N:11][C:10]([C:13]2[CH:14]=[C:15]([CH2:16][OH:17])[CH:20]=[CH:21][CH:22]=2)=[N:9][CH:8]=1, predict the reactants needed to synthesize it. The reactants are: [Cl-].[Ca+2].[Cl-].[BH4-].[Na+].[CH3:6][C:7]1[CH:8]=[N:9][C:10]([C:13]2[CH:14]=[C:15]([CH:20]=[CH:21][CH:22]=2)[C:16](OC)=[O:17])=[N:11][CH:12]=1.[OH-].[Na+].